From a dataset of Forward reaction prediction with 1.9M reactions from USPTO patents (1976-2016). Predict the product of the given reaction. (1) The product is: [C:1]([C:4]1[CH:9]([C:10]2[CH:11]=[C:12]([F:18])[C:13]([F:17])=[C:14]([F:16])[CH:15]=2)[N:8]([C:19]([NH:40][CH2:41][CH2:42][CH2:43][N:44]2[CH2:49][CH2:48][CH:47]([C:50]3[CH:55]=[CH:54][CH:53]=[C:52]([NH:56][C:57](=[O:61])[CH:58]([CH3:59])[CH3:60])[CH:51]=3)[CH2:46][CH2:45]2)=[O:21])[C:7]([O:31][CH3:32])=[N:6][C:5]=1[CH3:33])(=[O:3])[CH3:2]. Given the reactants [C:1]([C:4]1[CH:9]([C:10]2[CH:15]=[C:14]([F:16])[C:13]([F:17])=[C:12]([F:18])[CH:11]=2)[N:8]([C:19]([O:21]C2C=CC([N+]([O-])=O)=CC=2)=O)[C:7]([O:31][CH3:32])=[N:6][C:5]=1[CH3:33])(=[O:3])[CH3:2].C([O-])([O-])=O.[K+].[K+].[NH2:40][CH2:41][CH2:42][CH2:43][N:44]1[CH2:49][CH2:48][CH:47]([C:50]2[CH:51]=[C:52]([NH:56][C:57](=[O:61])[CH:58]([CH3:60])[CH3:59])[CH:53]=[CH:54][CH:55]=2)[CH2:46][CH2:45]1, predict the reaction product. (2) Given the reactants [Cl:1][C:2]1[CH:7]=[C:6]2[NH:8][C:9](=[O:29])[C:10]3([CH:15]([C:16]4[CH:21]=[CH:20][CH:19]=[C:18]([Cl:22])[CH:17]=4)[CH2:14][C:13](=O)[NH:12][CH:11]3[CH:24]([CH2:27][CH3:28])[CH2:25][CH3:26])[C:5]2=[CH:4][CH:3]=1.[BH4-].[Na+], predict the reaction product. The product is: [Cl:1][C:2]1[CH:7]=[C:6]2[NH:8][C:9](=[O:29])[C:10]3([CH:15]([C:16]4[CH:21]=[CH:20][CH:19]=[C:18]([Cl:22])[CH:17]=4)[CH2:14][CH2:13][NH:12][CH:11]3[CH:24]([CH2:27][CH3:28])[CH2:25][CH3:26])[C:5]2=[CH:4][CH:3]=1.